Dataset: Catalyst prediction with 721,799 reactions and 888 catalyst types from USPTO. Task: Predict which catalyst facilitates the given reaction. (1) Reactant: Cl[C:2](Cl)([O:4]C(=O)OC(Cl)(Cl)Cl)Cl.[F:13][C:14]([F:22])([F:21])[CH:15]([OH:20])[C:16]([F:19])([F:18])[F:17].C(N(CC)C(C)C)(C)C.[CH3:32][O:33][C:34]1[CH:39]=[C:38]([C:40]2[CH:45]=[CH:44][CH:43]=[CH:42][CH:41]=2)[CH:37]=[CH:36][C:35]=1[CH2:46][N:47]1[CH2:52][CH2:51][NH:50][CH2:49][CH2:48]1. Product: [CH3:32][O:33][C:34]1[CH:39]=[C:38]([C:40]2[CH:41]=[CH:42][CH:43]=[CH:44][CH:45]=2)[CH:37]=[CH:36][C:35]=1[CH2:46][N:47]1[CH2:52][CH2:51][N:50]([C:2]([O:20][CH:15]([C:16]([F:19])([F:18])[F:17])[C:14]([F:22])([F:21])[F:13])=[O:4])[CH2:49][CH2:48]1. The catalyst class is: 229. (2) Reactant: [CH3:1][O:2][C:3]([C:5]1[S:9][C:8]([S:10][CH3:11])=[N:7][C:6]=1[NH2:12])=[O:4].ClS([N:17]=[C:18]=[O:19])(=O)=O.Cl.C(=O)([O-])[O-].[Na+].[Na+].C(=O)(O)[O-].[Na+]. Product: [CH3:11][S:10][C:8]1[S:9][C:5]([C:3]([O:2][CH3:1])=[O:4])=[C:6]([NH:12][C:18]([NH2:17])=[O:19])[N:7]=1. The catalyst class is: 2. (3) Reactant: [CH3:1][C:2]([C:4]1[CH:9]=[CH:8][C:7]([N+:10]([O-:12])=[O:11])=[CH:6][CH:5]=1)=[O:3].[Br:13][C:14]1[CH:21]=[CH:20][C:17]([CH:18]=O)=[CH:16][CH:15]=1.[OH-].[K+]. The catalyst class is: 8. Product: [Br:13][C:14]1[CH:21]=[CH:20][C:17]([CH:18]=[CH:1][C:2]([C:4]2[CH:5]=[CH:6][C:7]([N+:10]([O-:12])=[O:11])=[CH:8][CH:9]=2)=[O:3])=[CH:16][CH:15]=1. (4) Reactant: N(C(OC(C)C)=O)=NC(OC(C)C)=O.[Cl:15][C:16]1[C:17]([OH:25])=[C:18]([CH:21]=[CH:22][C:23]=1[OH:24])[CH:19]=[O:20].C1(P(C2C=CC=CC=2)C2C=CC=CC=2)C=CC=CC=1.[CH3:45][C:46]1[C:51]([CH2:52]O)=[CH:50][CH:49]=[CH:48][C:47]=1[C:54]1[CH:59]=[CH:58][CH:57]=[CH:56][CH:55]=1. Product: [Cl:15][C:16]1[C:17]([OH:25])=[C:18]([CH:21]=[CH:22][C:23]=1[O:24][CH2:52][C:51]1[C:46]([CH3:45])=[C:47]([C:54]2[CH:59]=[CH:58][CH:57]=[CH:56][CH:55]=2)[CH:48]=[CH:49][CH:50]=1)[CH:19]=[O:20]. The catalyst class is: 7. (5) Reactant: [NH3:1].Cl[C:3]1[C:8]([CH2:9][C:10]2[CH:15]=[C:14]([Cl:16])[C:13]([O:17][CH3:18])=[CH:12][C:11]=2[CH:19]([CH3:21])[CH3:20])=[CH:7][N:6]=[C:5]([S:22][CH3:23])[N:4]=1. Product: [Cl:16][C:14]1[C:13]([O:17][CH3:18])=[CH:12][C:11]([CH:19]([CH3:21])[CH3:20])=[C:10]([CH:15]=1)[CH2:9][C:8]1[C:3]([NH2:1])=[N:4][C:5]([S:22][CH3:23])=[N:6][CH:7]=1. The catalyst class is: 14.